From a dataset of Forward reaction prediction with 1.9M reactions from USPTO patents (1976-2016). Predict the product of the given reaction. (1) Given the reactants [Cl:1][C:2]1[C:11]2[C:6](=[CH:7][CH:8]=[CH:9][CH:10]=2)[N:5]=[C:4]2[N:12]([C:16]3[CH:21]=[CH:20][CH:19]=[CH:18][N:17]=3)[N:13]=[C:14]([CH3:15])[C:3]=12.[Br:22]N1C(=O)CCC1=O.N(C(C)(C)C#N)=NC(C)(C)C#N, predict the reaction product. The product is: [Br:22][CH2:15][C:14]1[C:3]2[C:4](=[N:5][C:6]3[C:11]([C:2]=2[Cl:1])=[CH:10][CH:9]=[CH:8][CH:7]=3)[N:12]([C:16]2[CH:21]=[CH:20][CH:19]=[CH:18][N:17]=2)[N:13]=1. (2) Given the reactants [CH3:1][N:2]1[C:7]2=[CH:8][NH:9][C:10]([C:11]3[CH:12]=[C:13]([CH:16]=[CH:17][CH:18]=3)[C:14]#[N:15])=[C:6]2[C:5](=[O:19])[N:4]([CH3:20])[C:3]1=[O:21].Br[CH2:23][CH2:24][CH2:25][C:26]([O:28][CH3:29])=[O:27].C(=O)([O-])[O-].[Cs+].[Cs+], predict the reaction product. The product is: [C:14]([C:13]1[CH:12]=[C:11]([C:10]2[N:9]([CH2:23][CH2:24][CH2:25][C:26]([O:28][CH3:29])=[O:27])[CH:8]=[C:7]3[C:6]=2[C:5](=[O:19])[N:4]([CH3:20])[C:3](=[O:21])[N:2]3[CH3:1])[CH:18]=[CH:17][CH:16]=1)#[N:15]. (3) The product is: [CH3:39][O:38][C:36](=[O:37])[C:35]1[CH:40]=[CH:41][C:32]([O:30][C:27]2[CH:26]=[CH:25][C:24]([C:21]3[CH:22]=[CH:23][C:18](/[CH:17]=[CH:16]/[C:11]4[N:12]([CH2:14][CH3:15])[CH:13]=[C:9]([C:3]5[CH:4]=[CH:5][C:6]([Cl:8])=[CH:7][C:2]=5[Cl:1])[N:10]=4)=[CH:19][CH:20]=3)=[CH:29][CH:28]=2)=[CH:33][C:34]=1[C:42]([F:43])([F:45])[F:44]. Given the reactants [Cl:1][C:2]1[CH:7]=[C:6]([Cl:8])[CH:5]=[CH:4][C:3]=1[C:9]1[N:10]=[C:11](/[CH:16]=[CH:17]/[C:18]2[CH:23]=[CH:22][C:21]([C:24]3[CH:29]=[CH:28][C:27]([OH:30])=[CH:26][CH:25]=3)=[CH:20][CH:19]=2)[N:12]([CH2:14][CH3:15])[CH:13]=1.F[C:32]1[CH:41]=[CH:40][C:35]([C:36]([O:38][CH3:39])=[O:37])=[C:34]([C:42]([F:45])([F:44])[F:43])[CH:33]=1, predict the reaction product. (4) Given the reactants [H-].[Na+].[CH3:3]I.[CH2:5]([N:7]1[C:11]([S:12][C:13]2[CH:14]=[C:15]([C:21]#[N:22])[CH:16]=[C:17]([CH:20]=2)[C:18]#[N:19])=[C:10]([CH2:23][CH3:24])[N:9]=[C:8]1[CH2:25][CH2:26][OH:27])[CH3:6], predict the reaction product. The product is: [NH3:7].[CH2:5]([N:7]1[C:11]([S:12][C:13]2[CH:14]=[C:15]([C:21]#[N:22])[CH:16]=[C:17]([CH:20]=2)[C:18]#[N:19])=[C:10]([CH2:23][CH3:24])[N:9]=[C:8]1[CH2:25][CH2:26][O:27][CH3:3])[CH3:6].